This data is from Catalyst prediction with 721,799 reactions and 888 catalyst types from USPTO. The task is: Predict which catalyst facilitates the given reaction. (1) Reactant: [F:1][C:2]1[CH:7]=[CH:6][CH:5]=[C:4]([F:8])[C:3]=1[N:9]1[C:14]2[N:15]=[C:16](S(C)(=O)=O)[N:17]=[C:18]([C:19]3[CH:20]=[C:21]([CH:26]=[CH:27][C:28]=3[CH3:29])[C:22]([NH:24][CH3:25])=[O:23])[C:13]=2[CH2:12][NH:11][C:10]1=[O:34].[CH3:35][N:36]1[CH2:41][CH2:40][NH:39][CH2:38][CH2:37]1. Product: [NH4+:9].[OH-:23].[F:1][C:2]1[CH:7]=[CH:6][CH:5]=[C:4]([F:8])[C:3]=1[N:9]1[C:14]2[N:15]=[C:16]([N:39]3[CH2:40][CH2:41][N:36]([CH3:35])[CH2:37][CH2:38]3)[N:17]=[C:18]([C:19]3[CH:20]=[C:21]([CH:26]=[CH:27][C:28]=3[CH3:29])[C:22]([NH:24][CH3:25])=[O:23])[C:13]=2[CH2:12][NH:11][C:10]1=[O:34]. The catalyst class is: 1. (2) Reactant: [NH2:1][CH2:2][CH2:3][C:4]1[C:12]2[C:7](=[CH:8][CH:9]=[CH:10][CH:11]=2)[NH:6][CH:5]=1.O=[C:14]1[C:22]2[C:17](=[CH:18][C:19]([C:23]([NH:25][C:26]3[CH:31]=[CH:30][CH:29]=[CH:28][C:27]=3[NH:32][C:33](=[O:39])[O:34][C:35]([CH3:38])([CH3:37])[CH3:36])=[O:24])=[CH:20][CH:21]=2)[CH2:16][CH2:15]1.[BH-](OC(C)=O)(OC(C)=O)OC(C)=O.[Na+].Cl. Product: [C:35]([O:34][C:33](=[O:39])[NH:32][C:27]1[CH:28]=[CH:29][CH:30]=[CH:31][C:26]=1[NH:25][C:23]([C:19]1[CH:18]=[C:17]2[C:22](=[CH:21][CH:20]=1)[CH:14]([NH:1][CH2:2][CH2:3][C:4]1[C:12]3[C:7](=[CH:8][CH:9]=[CH:10][CH:11]=3)[NH:6][CH:5]=1)[CH2:15][CH2:16]2)=[O:24])([CH3:38])([CH3:36])[CH3:37]. The catalyst class is: 4. (3) Reactant: C[O:2][C:3](=[O:27])[CH2:4][C:5]1[C:6]([CH3:26])=[C:7]([S:15][C:16]2[CH:21]=[CH:20][C:19]([S:22]([CH3:25])(=[O:24])=[O:23])=[CH:18][CH:17]=2)[N:8]2[C:13]=1[CH:12]=[C:11]([Cl:14])[CH:10]=[CH:9]2.O1CCCC1.[OH-].[Li+]. Product: [Cl:14][C:11]1[CH:10]=[CH:9][N:8]2[C:13]([CH:12]=1)=[C:5]([CH2:4][C:3]([OH:27])=[O:2])[C:6]([CH3:26])=[C:7]2[S:15][C:16]1[CH:21]=[CH:20][C:19]([S:22]([CH3:25])(=[O:24])=[O:23])=[CH:18][CH:17]=1. The catalyst class is: 6.